Predict the reaction yield, written as a fraction of the theoretical maximum amount of product (1.0 means a 100% yield; for example, 0.34 means a 34% yield). From a dataset of Reaction yield outcomes from USPTO patents with 853,638 reactions. The reactants are [OH:1][C:2]1[CH:3]=[C:4]2[C:9](=[CH:10][CH:11]=1)[NH:8][C:7](=[O:12])[CH2:6][CH2:5]2.[CH:13]1([N:19]2[C:23]([CH2:24][CH2:25][CH2:26][CH2:27]Cl)=[N:22][N:21]=[N:20]2)[CH2:18][CH2:17][CH2:16][CH2:15][CH2:14]1.C(=O)([O-])[O-].[K+].[K+]. The catalyst is [Cl-].C([N+](CCCC)(CCCC)CCCC)CCC.S([O-])([O-])=O.[Na+].[Na+].O. The product is [CH:13]1([N:19]2[C:23]([CH2:24][CH2:25][CH2:26][CH2:27][O:1][C:2]3[CH:3]=[C:4]4[C:9](=[CH:10][CH:11]=3)[NH:8][C:7](=[O:12])[CH2:6][CH2:5]4)=[N:22][N:21]=[N:20]2)[CH2:14][CH2:15][CH2:16][CH2:17][CH2:18]1. The yield is 0.877.